Dataset: Catalyst prediction with 721,799 reactions and 888 catalyst types from USPTO. Task: Predict which catalyst facilitates the given reaction. (1) Reactant: [C:1]([O:5][C:6]([NH:8][CH2:9][C:10]1[CH:15]=[CH:14][C:13]([C:16]2[C:25]([C:26]3[CH:31]=[CH:30][CH:29]=[CH:28][CH:27]=3)=[CH:24][C:23]3[C:18](=[CH:19][CH:20]=[N:21][C:22]=3[CH:32]([C:36]3[CH:41]=[CH:40][N:39]=[CH:38][CH:37]=3)[C:33]([O-:35])=O)[N:17]=2)=[CH:12][CH:11]=1)=[O:7])([CH3:4])([CH3:3])[CH3:2].[NH2:42][NH2:43]. Product: [NH:42]([C:33](=[O:35])[CH:32]([C:22]1[N:21]=[CH:20][CH:19]=[C:18]2[C:23]=1[CH:24]=[C:25]([C:26]1[CH:31]=[CH:30][CH:29]=[CH:28][CH:27]=1)[C:16]([C:13]1[CH:12]=[CH:11][C:10]([CH2:9][NH:8][C:6](=[O:7])[O:5][C:1]([CH3:4])([CH3:3])[CH3:2])=[CH:15][CH:14]=1)=[N:17]2)[C:36]1[CH:41]=[CH:40][N:39]=[CH:38][CH:37]=1)[NH2:43]. The catalyst class is: 14. (2) Reactant: C(OC([N:8]1[CH2:11][CH:10]([O:12][C:13]2[CH:17]=[C:16]([C:18]3[CH:23]=[CH:22][C:21]([Cl:24])=[CH:20][CH:19]=3)[N:15]([C:25]3[CH:30]=[CH:29][CH:28]=[CH:27][C:26]=3[O:31][CH3:32])[N:14]=2)[CH2:9]1)=O)(C)(C)C.Cl. Product: [ClH:24].[NH:8]1[CH2:9][CH:10]([O:12][C:13]2[CH:17]=[C:16]([C:18]3[CH:19]=[CH:20][C:21]([Cl:24])=[CH:22][CH:23]=3)[N:15]([C:25]3[CH:30]=[CH:29][CH:28]=[CH:27][C:26]=3[O:31][CH3:32])[N:14]=2)[CH2:11]1. The catalyst class is: 12.